This data is from Full USPTO retrosynthesis dataset with 1.9M reactions from patents (1976-2016). The task is: Predict the reactants needed to synthesize the given product. (1) Given the product [F:49][C:46]1[CH:45]=[CH:44][C:43]([C:24]2([CH2:27][NH:28][C:29]([C:31]3[C:40]4[C:35](=[CH:36][CH:37]=[CH:38][CH:39]=4)[CH:34]=[C:33]([C:41]#[N:42])[CH:32]=3)=[O:30])[CH2:23][CH2:22][NH:21][CH2:26][CH2:25]2)=[CH:48][CH:47]=1, predict the reactants needed to synthesize it. The reactants are: C([O-])(=O)CC(CC([O-])=O)(C([O-])=O)O.C([N:21]1[CH2:26][CH2:25][C:24]([C:43]2[CH:48]=[CH:47][C:46]([F:49])=[CH:45][CH:44]=2)([CH2:27][NH:28][C:29]([C:31]2[C:40]3[C:35](=[CH:36][CH:37]=[CH:38][CH:39]=3)[CH:34]=[C:33]([C:41]#[N:42])[CH:32]=2)=[O:30])[CH2:23][CH2:22]1)(OC(C)(C)C)=O. (2) Given the product [ClH:17].[NH2:7][C@@H:8]([CH2:9][C:10]([CH3:13])([CH3:12])[CH3:11])[CH2:14][OH:15], predict the reactants needed to synthesize it. The reactants are: C(OC(=O)[NH:7][C@H:8]([CH2:14][OH:15])[CH2:9][C:10]([CH3:13])([CH3:12])[CH3:11])(C)(C)C.[ClH:17]. (3) Given the product [F:1][C:2]1[CH:3]=[C:4]([CH:5]=[CH:6][C:7]=1[N+:8]([O-:10])=[O:9])[O:11][CH2:16][CH2:15][N:14]([CH3:18])[CH3:13], predict the reactants needed to synthesize it. The reactants are: [F:1][C:2]1[CH:3]=[C:4]([OH:11])[CH:5]=[CH:6][C:7]=1[N+:8]([O-:10])=[O:9].Cl.[CH3:13][N:14]([CH3:18])[CH2:15][CH2:16]Cl.C(=O)([O-])[O-].[K+].[K+]. (4) The reactants are: Cl.[Br:2][C:3]1[CH:15]=[CH:14][C:6]([CH2:7][CH:8]2[CH2:13][CH2:12][NH:11][CH2:10][CH2:9]2)=[CH:5][C:4]=1[O:16][CH2:17][CH2:18][O:19][CH3:20]. Given the product [Br:2][C:3]1[CH:15]=[CH:14][C:6]([CH2:7][CH:8]2[CH2:9][CH2:10][NH:11][CH2:12][CH2:13]2)=[CH:5][C:4]=1[O:16][CH2:17][CH2:18][O:19][CH3:20], predict the reactants needed to synthesize it. (5) Given the product [OH:6][CH2:7][C:8]1[N:12]([CH2:13][N:14]2[CH2:18][CH:17]([CH2:19][CH2:20][CH3:21])[CH2:16][C:15]2=[O:22])[CH:11]=[N:10][CH:9]=1, predict the reactants needed to synthesize it. The reactants are: C([SiH2][O:6][C:7](C)(C)[C:8]1[N:12]([CH2:13][N:14]2[CH2:18][CH:17]([CH2:19][CH2:20][CH3:21])[CH2:16][C:15]2=[O:22])[CH:11]=[N:10][CH:9]=1)(C)(C)C. (6) Given the product [CH3:3][O:4][C:5]([C:6]1[N:15]=[C:16]([CH2:17][NH:18][C:19]([O:21][C:22]([CH3:25])([CH3:24])[CH3:23])=[O:20])[O:26][C:7]=1[C:8]1[CH:13]=[CH:12][CH:11]=[CH:10][CH:9]=1)=[O:27], predict the reactants needed to synthesize it. The reactants are: N#N.[CH3:3][O:4][C:5](=[O:27])[CH:6]([NH:15][C:16](=[O:26])[CH2:17][NH:18][C:19]([O:21][C:22]([CH3:25])([CH3:24])[CH3:23])=[O:20])[CH:7](O)[C:8]1[CH:13]=[CH:12][CH:11]=[CH:10][CH:9]=1.CC(OI1(OC(C)=O)(OC(C)=O)OC(=O)C2C=CC=CC1=2)=O.C1(P(C2C=CC=CC=2)C2C=CC=CC=2)C=CC=CC=1.II.CCN(CC)CC. (7) Given the product [Cl:8][C:9]1[N:14]=[C:13]([NH:17][C:18]2[CH:19]=[C:20]3[C:25](=[CH:26][CH:27]=2)[N:24]=[CH:23][CH:22]=[CH:21]3)[C:12]([F:16])=[CH:11][N:10]=1, predict the reactants needed to synthesize it. The reactants are: N1C=CC(N)=NC=1.[Cl:8][C:9]1[N:14]=[C:13](Cl)[C:12]([F:16])=[CH:11][N:10]=1.[NH2:17][C:18]1[CH:19]=[C:20]2[C:25](=[CH:26][CH:27]=1)[N:24]=[CH:23][CH:22]=[CH:21]2.